Dataset: Reaction yield outcomes from USPTO patents with 853,638 reactions. Task: Predict the reaction yield, written as a fraction of the theoretical maximum amount of product (1.0 means a 100% yield; for example, 0.34 means a 34% yield). (1) The reactants are [Br:1][C:2]1[CH:3]=[CH:4][C:5]2[NH:6][C:7]3[C:12]([C:13]=2[CH:14]=1)=[CH:11][C:10]([Br:15])=[CH:9][CH:8]=3.[H-].[Na+].[Br:18][C:19]1[CH:20]=[CH:21][C:22]2[N:23]([CH2:33][CH:34]3[CH2:36][O:35]3)[C:24]3[C:29]([C:30]=2[CH:31]=1)=[CH:28][C:27]([Br:32])=[CH:26][CH:25]=3. The catalyst is CN(C=O)C. The product is [Br:15][C:10]1[CH:9]=[CH:8][C:7]2[N:6]([CH2:36][CH:34]([OH:35])[CH2:33][N:23]3[C:24]4[CH:25]=[CH:26][C:27]([Br:32])=[CH:28][C:29]=4[C:30]4[C:22]3=[CH:21][CH:20]=[C:19]([Br:18])[CH:31]=4)[C:5]3[C:13]([C:12]=2[CH:11]=1)=[CH:14][C:2]([Br:1])=[CH:3][CH:4]=3. The yield is 0.340. (2) The reactants are F[C:2]1(F)CC1CN1CCN(C2SC(C(O)=O)=C(C)N=2)C1=O.F[C:23]1[CH:44]=[CH:43][C:26]([CH2:27][N:28]2[C:32](=[O:33])[N:31]([C:34]3[S:35][C:36]([C:40]([OH:42])=O)=[C:37]([CH3:39])[N:38]=3)[CH:30]=[N:29]2)=[CH:25][CH:24]=1.[CH:45]([C:48]1[S:49][CH:50]=[C:51]([CH2:53][NH2:54])[N:52]=1)([CH3:47])[CH3:46]. No catalyst specified. The product is [CH:45]([C:48]1[S:49][CH:50]=[C:51]([CH2:53][NH:54][C:40]([C:36]2[S:35][C:34]([N:31]3[C:32](=[O:33])[N:28]([CH2:27][C:26]4[CH:25]=[CH:24][C:23]([CH3:2])=[CH:44][CH:43]=4)[N:29]=[CH:30]3)=[N:38][C:37]=2[CH3:39])=[O:42])[N:52]=1)([CH3:47])[CH3:46]. The yield is 0.610.